The task is: Predict which catalyst facilitates the given reaction.. This data is from Catalyst prediction with 721,799 reactions and 888 catalyst types from USPTO. (1) Reactant: [F:1][C:2]1[C:7]([O:8][CH3:9])=[CH:6][C:5]([O:10][CH3:11])=[C:4]([F:12])[C:3]=1[N:13]1[CH2:18][C:17]2[CH:19]=[N:20][C:21]3[N:25]([S:26]([C:29]4[CH:34]=[CH:33][CH:32]=[CH:31][CH:30]=4)(=[O:28])=[O:27])[C:24]([CH2:35][CH:36]=O)=[CH:23][C:22]=3[C:16]=2[N:15]([CH3:38])[C:14]1=[O:39].[CH2:40]([N:42]1[CH2:47][CH2:46][NH:45][CH2:44][CH2:43]1)[CH3:41].C(O[BH-](OC(=O)C)OC(=O)C)(=O)C.[Na+].C([O-])([O-])=O.[Na+].[Na+]. Product: [F:12][C:4]1[C:5]([O:10][CH3:11])=[CH:6][C:7]([O:8][CH3:9])=[C:2]([F:1])[C:3]=1[N:13]1[CH2:18][C:17]2[CH:19]=[N:20][C:21]3[N:25]([S:26]([C:29]4[CH:30]=[CH:31][CH:32]=[CH:33][CH:34]=4)(=[O:27])=[O:28])[C:24]([CH2:35][CH2:36][N:45]4[CH2:46][CH2:47][N:42]([CH2:40][CH3:41])[CH2:43][CH2:44]4)=[CH:23][C:22]=3[C:16]=2[N:15]([CH3:38])[C:14]1=[O:39]. The catalyst class is: 322. (2) Product: [NH2:17][C:16]1[C:4]2[C:5](=[O:20])[N:6]([CH:8]([CH:12]3[CH2:14][CH2:13]3)[CH:9]([CH3:10])[CH3:11])[CH:7]=[C:2]([Br:1])[C:3]=2[NH:22][N:21]=1. Reactant: [Br:1][C:2]1[C:3](OC)=[C:4]([C:16]#[N:17])[C:5](=O)[N:6]([CH:8]([CH:12]2[CH2:14][CH2:13]2)[CH:9]([CH3:11])[CH3:10])[CH:7]=1.[OH2:20].[NH2:21][NH2:22]. The catalyst class is: 8. (3) Reactant: Cl[C:2]1[N:7]=[CH:6][CH:5]=[CH:4][N:3]=1.[CH2:8]([O:10][C:11](=[O:30])[C@H:12]([CH2:23][CH2:24][C:25]([O:27][CH2:28][CH3:29])=[O:26])[NH:13][C:14](=[O:22])[C:15]1[CH:20]=[CH:19][C:18]([NH2:21])=[CH:17][CH:16]=1)[CH3:9]. Product: [CH2:8]([O:10][C:11](=[O:30])[CH:12]([NH:13][C:14](=[O:22])[C:15]1[CH:20]=[CH:19][C:18]([NH:21][C:2]2[N:7]=[CH:6][CH:5]=[CH:4][N:3]=2)=[CH:17][CH:16]=1)[CH2:23][CH2:24][C:25]([O:27][CH2:28][CH3:29])=[O:26])[CH3:9]. The catalyst class is: 3. (4) Reactant: [F:1][C:2]([F:18])([F:17])[C:3]([CH:9]1[O:13][N:12]=[C:11]([C:14]([OH:16])=O)[CH2:10]1)([OH:8])[C:4]([F:7])([F:6])[F:5].[NH2:19][CH:20]([CH2:22][CH2:23][CH2:24][CH2:25][CH3:26])[CH3:21].CN1CCOCC1.F[P-](F)(F)(F)(F)F.N1(O[P+](N(C)C)(N(C)C)N(C)C)C2C=CC=CC=2N=N1. Product: [CH3:21][CH:20]([NH:19][C:14]([C:11]1[CH2:10][CH:9]([C:3]([OH:8])([C:2]([F:18])([F:1])[F:17])[C:4]([F:5])([F:6])[F:7])[O:13][N:12]=1)=[O:16])[CH2:22][CH2:23][CH2:24][CH2:25][CH3:26]. The catalyst class is: 31. (5) Reactant: [CH2:1]([O:3][C:4]([C:6]1[CH2:11][C@H:10]([N:12]=[N+:13]=[N-:14])[C@@H:9]([NH:15]P(OCC)(OCC)=O)[C@H:8]([O:24][CH:25]([CH2:28][CH3:29])[CH2:26][CH3:27])[CH:7]=1)=[O:5])[CH3:2].CCO.S(=O)(=O)(O)O.[OH-].[NH4+]. The catalyst class is: 170. Product: [CH2:1]([O:3][C:4]([C:6]1[CH2:11][C@H:10]([N:12]=[N+:13]=[N-:14])[C@@H:9]([NH2:15])[C@H:8]([O:24][CH:25]([CH2:26][CH3:27])[CH2:28][CH3:29])[CH:7]=1)=[O:5])[CH3:2]. (6) Reactant: [CH3:1][O:2][C:3]1[CH:20]=[CH:19][C:6]([CH2:7][N:8]2[C:12]3=[N:13][CH:14]=[CH:15][C:16]([CH2:17]O)=[C:11]3[N:10]=[CH:9]2)=[CH:5][CH:4]=1.O=S(Cl)[Cl:23]. Product: [Cl:23][CH2:17][C:16]1[CH:15]=[CH:14][N:13]=[C:12]2[N:8]([CH2:7][C:6]3[CH:19]=[CH:20][C:3]([O:2][CH3:1])=[CH:4][CH:5]=3)[CH:9]=[N:10][C:11]=12. The catalyst class is: 4. (7) Reactant: [NH2:1][C:2]1[N:6]([C:7]2[C:12]([Cl:13])=[CH:11][C:10]([C:14]([F:17])([F:16])[F:15])=[CH:9][C:8]=2[Cl:18])[N:5]=[C:4]([S:19][CH3:20])[C:3]=1[C:21]([C:23]1[CH:28]=[C:27]([CH3:29])[CH:26]=[CH:25][C:24]=1[CH3:30])=[O:22].C(=O)(O)[O-:32].[Na+].ClC1C=C(C=CC=1)C(OO)=O.[OH2:47]. Product: [NH2:1][C:2]1[N:6]([C:7]2[C:12]([Cl:13])=[CH:11][C:10]([C:14]([F:17])([F:15])[F:16])=[CH:9][C:8]=2[Cl:18])[N:5]=[C:4]([S:19]([CH3:20])(=[O:32])=[O:47])[C:3]=1[C:21]([C:23]1[CH:28]=[C:27]([CH3:29])[CH:26]=[CH:25][C:24]=1[CH3:30])=[O:22]. The catalyst class is: 1. (8) Reactant: [CH3:1][C:2]1[CH:7]=[C:6]([C:8]([N:10]2[CH2:19][C:18]3[CH:17]=[N:16][N:15]([CH3:20])[C:14]=3[NH:13][C:12]3[CH:21]=[CH:22][CH:23]=[CH:24][C:11]2=3)=[O:9])[CH:5]=[CH:4][C:3]=1[CH2:25][CH2:26][C:27]([N:29]1[CH2:34][CH2:33][CH:32]([CH:35]=O)[CH2:31][CH2:30]1)=[O:28].[CH2:37]([NH:41][CH3:42])[CH2:38][CH2:39][CH3:40].C(O[BH-](OC(=O)C)OC(=O)C)(=O)C.[Na+]. Product: [CH2:37]([N:41]([CH2:35][CH:32]1[CH2:31][CH2:30][N:29]([C:27](=[O:28])[CH2:26][CH2:25][C:3]2[CH:4]=[CH:5][C:6]([C:8]([N:10]3[CH2:19][C:18]4[CH:17]=[N:16][N:15]([CH3:20])[C:14]=4[NH:13][C:12]4[CH:21]=[CH:22][CH:23]=[CH:24][C:11]3=4)=[O:9])=[CH:7][C:2]=2[CH3:1])[CH2:34][CH2:33]1)[CH3:42])[CH2:38][CH2:39][CH3:40]. The catalyst class is: 825. (9) Reactant: [F:1][C:2]1[CH:3]=[C:4]([CH:6]=[CH:7][C:8]=1[N:9]1[CH2:13][CH2:12][CH2:11][CH2:10]1)[NH2:5].C[Al](C)C.[NH:18](/[C:22](/[CH3:28])=[CH:23]\[C:24](OC)=[O:25])[C:19]([CH3:21])=O. Product: [F:1][C:2]1[CH:3]=[C:4]([N:5]2[C:24](=[O:25])[CH:23]=[C:22]([CH3:28])[N:18]=[C:19]2[CH3:21])[CH:6]=[CH:7][C:8]=1[N:9]1[CH2:13][CH2:12][CH2:11][CH2:10]1. The catalyst class is: 2. (10) Reactant: C1(P(C2C=CC=CC=2)C2C=CC=CC=2)C=CC=CC=1.N(C(OC(C)C)=O)=NC(OC(C)C)=O.[CH2:34]([O:36][C:37](=[O:52])[CH2:38][CH2:39][N:40]([C:45]([O:47][C:48]([CH3:51])([CH3:50])[CH3:49])=[O:46])[C@H:41]([CH3:44])[CH2:42]O)[CH3:35].[N-:53]=[N+:54]=[N-:55]. Product: [CH2:34]([O:36][C:37](=[O:52])[CH2:38][CH2:39][N:40]([C:45]([O:47][C:48]([CH3:51])([CH3:50])[CH3:49])=[O:46])[C@H:41]([CH3:44])[CH2:42][N:53]=[N+:54]=[N-:55])[CH3:35]. The catalyst class is: 7.